From a dataset of Forward reaction prediction with 1.9M reactions from USPTO patents (1976-2016). Predict the product of the given reaction. (1) Given the reactants [Cl:1][C:2]1[CH:3]=[C:4]([C:8]2[CH:16]=[CH:15][CH:14]=[C:13]3[C:9]=2[CH2:10][C:11](=[O:17])[NH:12]3)[CH:5]=[CH:6][CH:7]=1.[CH2:18]([N:20]([CH2:34][CH3:35])[CH2:21][CH2:22][NH:23][C:24]([C:26]1[NH:27][C:28]([CH:32]=O)=[C:29]([CH3:31])[CH:30]=1)=[O:25])[CH3:19], predict the reaction product. The product is: [CH2:34]([N:20]([CH2:18][CH3:19])[CH2:21][CH2:22][NH:23][C:24]([C:26]1[NH:27][C:28]([CH:32]=[C:10]2[C:9]3[C:13](=[CH:14][CH:15]=[CH:16][C:8]=3[C:4]3[CH:5]=[CH:6][CH:7]=[C:2]([Cl:1])[CH:3]=3)[NH:12][C:11]2=[O:17])=[C:29]([CH3:31])[CH:30]=1)=[O:25])[CH3:35]. (2) Given the reactants [NH:1]1[CH:5]=[C:4]([C:6]2[CH:22]=[CH:21][C:9]3[C:10]4[N:11]=[C:12]([C:18](O)=[O:19])[S:13][C:14]=4[CH2:15][CH2:16][O:17][C:8]=3[CH:7]=2)[CH:3]=[N:2]1.[CH3:23][O:24][CH:25]1[CH2:30][CH2:29][NH:28][CH2:27][CH2:26]1, predict the reaction product. The product is: [CH3:23][O:24][CH:25]1[CH2:30][CH2:29][N:28]([C:18]([C:12]2[S:13][C:14]3[CH2:15][CH2:16][O:17][C:8]4[CH:7]=[C:6]([C:4]5[CH:3]=[N:2][NH:1][CH:5]=5)[CH:22]=[CH:21][C:9]=4[C:10]=3[N:11]=2)=[O:19])[CH2:27][CH2:26]1. (3) Given the reactants FC(F)(F)C(O)=O.FC(F)(F)[CH2:10][CH2:11][CH2:12][C:13]([OH:15])=O.C(Cl)CCl.[CH2:22]([N:24](CC)CC)C.[O:29]1[CH:33]=[CH:32][CH:31]=[N:30]1, predict the reaction product. The product is: [N:24]1[CH:10]=[CH:11][CH:12]=[C:13]([O:15][C:31]2[CH2:32][CH2:33][O:29][N:30]=2)[CH:22]=1. (4) The product is: [F:1][C:2]1[CH:10]=[C:9]([C:11]2[CH:12]=[CH:13][C:14]3[O:18][C:17]([CH:19]4[CH2:24][CH2:23][N:22]([S:29]([CH2:26][CH2:27][CH3:28])(=[O:31])=[O:30])[CH2:21][CH2:20]4)=[N:16][C:15]=3[CH:25]=2)[CH:8]=[CH:7][C:3]=1[C:4]([NH2:6])=[O:5]. Given the reactants [F:1][C:2]1[CH:10]=[C:9]([C:11]2[CH:12]=[CH:13][C:14]3[O:18][C:17]([CH:19]4[CH2:24][CH2:23][NH:22][CH2:21][CH2:20]4)=[N:16][C:15]=3[CH:25]=2)[CH:8]=[CH:7][C:3]=1[C:4]([NH2:6])=[O:5].[CH2:26]([S:29](Cl)(=[O:31])=[O:30])[CH2:27][CH3:28].C(Cl)Cl.O, predict the reaction product.